Dataset: Full USPTO retrosynthesis dataset with 1.9M reactions from patents (1976-2016). Task: Predict the reactants needed to synthesize the given product. (1) Given the product [CH3:1][C@:2]12[C:8]([CH3:9])([CH3:10])[C@H:5]([CH2:6][CH2:7]1)[CH2:4][CH:3]2[C:11]1[CH:12]=[CH:13][C:14]([C:15]([O:17][CH3:18])=[O:16])=[CH:19][CH:20]=1, predict the reactants needed to synthesize it. The reactants are: [CH3:1][C@:2]12[C:8]([CH3:10])([CH3:9])[C@H:5]([CH2:6][CH2:7]1)[CH:4]=[C:3]2[C:11]1[CH:20]=[CH:19][C:14]([C:15]([O:17][CH3:18])=[O:16])=[CH:13][CH:12]=1. (2) Given the product [Cl:34][C:35]1[CH:40]=[C:39]([Cl:41])[CH:38]=[CH:37][C:36]=1[C:42]1[C:47]([C:48]2[NH:52][CH:51]=[CH:50][N:49]=2)=[CH:46][N:45]=[C:44]([NH:53][CH2:54][CH2:55][NH:56][C:24]2[N:29]=[C:28]([O:30][CH3:31])[C:27]([C:32]#[N:33])=[CH:26][CH:25]=2)[N:43]=1, predict the reactants needed to synthesize it. The reactants are: ClC1C=C(Cl)C=CC=1C1C(N2C=CN=C2)=CN=C(CCN)N=1.Cl[C:24]1[N:29]=[C:28]([O:30][CH3:31])[C:27]([C:32]#[N:33])=[CH:26][CH:25]=1.[Cl:34][C:35]1[CH:40]=[C:39]([Cl:41])[CH:38]=[CH:37][C:36]=1[C:42]1[C:47]([C:48]2[NH:49][CH:50]=[CH:51][N:52]=2)=[CH:46][N:45]=[C:44]([NH:53][CH2:54][CH2:55][NH:56]C2C=CC([N+]([O-])=O)=C(OC)N=2)[N:43]=1. (3) The reactants are: [H-].[Na+].[N:3]1[C:7]2[CH:8]=[CH:9][CH:10]=[CH:11][C:6]=2[NH:5][CH:4]=1.[CH3:12][CH:13](Br)[C:14]1[CH:19]=[CH:18][CH:17]=[CH:16][CH:15]=1. Given the product [C:14]1([CH:13]([N:3]2[C:7]3[CH:8]=[CH:9][CH:10]=[CH:11][C:6]=3[N:5]=[CH:4]2)[CH3:12])[CH:19]=[CH:18][CH:17]=[CH:16][CH:15]=1, predict the reactants needed to synthesize it. (4) Given the product [NH2:9][C:5]1[CH:4]=[C:3]([OH:12])[CH:2]=[CH:7][C:6]=1[F:8], predict the reactants needed to synthesize it. The reactants are: Br[C:2]1[CH:7]=[C:6]([F:8])[C:5]([N+:9]([O-])=O)=[CH:4][C:3]=1[OH:12].NC1C=CC(O)=CC=1F.